From a dataset of Catalyst prediction with 721,799 reactions and 888 catalyst types from USPTO. Predict which catalyst facilitates the given reaction. (1) Reactant: [Li].[Cl:2][C:3]1[CH:8]=[C:7]([Cl:9])[CH:6]=[CH:5][C:4]=1[C@@H:10]1[N:15]=[C:14]([C:16]2[S:17][CH:18]=[CH:19][N:20]=2)[NH:13][C:12]([CH2:21][N:22]2[CH2:27][CH2:26][O:25][CH2:24][C@H:23]2[C:28]([OH:30])=[O:29])=[C:11]1[C:31]([O:33][C@H:34](C)[C:35](OC(C)C)=O)=[O:32]. Product: [Cl:2][C:3]1[CH:8]=[C:7]([Cl:9])[CH:6]=[CH:5][C:4]=1[C@@H:10]1[N:15]=[C:14]([C:16]2[S:17][CH:18]=[CH:19][N:20]=2)[NH:13][C:12]([CH2:21][N:22]2[CH2:27][CH2:26][O:25][CH2:24][C@H:23]2[C:28]([OH:30])=[O:29])=[C:11]1[C:31]([O:33][CH2:34][CH3:35])=[O:32]. The catalyst class is: 8. (2) Reactant: [F:1][C:2]1[CH:7]=[CH:6][C:5]([N+:8]([O-:10])=[O:9])=[CH:4][C:3]=1[N:11]1[C:15](=[O:16])[NH:14][N:13]=[N:12]1.CN(C=O)C.C([O-])([O-])=O.[K+].[K+].I[CH:29]([CH3:31])[CH3:30]. Product: [F:1][C:2]1[CH:7]=[CH:6][C:5]([N+:8]([O-:10])=[O:9])=[CH:4][C:3]=1[N:11]1[C:15](=[O:16])[N:14]([CH:29]([CH3:31])[CH3:30])[N:13]=[N:12]1. The catalyst class is: 69. (3) Reactant: [C:1]([N:4]1[C:13]2[C:8](=[CH:9][C:10]([C:14]3[CH:24]=[CH:23][C:17]([C:18]([O:20][CH2:21][CH3:22])=[O:19])=[CH:16][N:15]=3)=[CH:11][CH:12]=2)[C@H:7]([NH:25][C:26]2[CH:31]=[CH:30][C:29]([N+:32]([O-])=O)=[CH:28][N:27]=2)[CH2:6][C@@H:5]1[CH3:35])(=[O:3])[CH3:2].C([O-])=O.[NH4+]. Product: [C:1]([N:4]1[C:13]2[C:8](=[CH:9][C:10]([C:14]3[CH:24]=[CH:23][C:17]([C:18]([O:20][CH2:21][CH3:22])=[O:19])=[CH:16][N:15]=3)=[CH:11][CH:12]=2)[C@H:7]([NH:25][C:26]2[CH:31]=[CH:30][C:29]([NH2:32])=[CH:28][N:27]=2)[CH2:6][C@@H:5]1[CH3:35])(=[O:3])[CH3:2]. The catalyst class is: 63. (4) Reactant: I[CH2:2][C@@H:3]([CH3:18])[CH2:4][N:5]1[C:10]2[CH:11]=[C:12]([O:15][CH3:16])[CH:13]=[CH:14][C:9]=2[O:8][CH2:7][C:6]1=[O:17].[CH2:19]([CH:23]1[CH2:29][CH:28]2[NH:30][CH:25]([CH2:26][CH2:27]2)[CH2:24]1)[CH2:20][CH2:21][CH3:22]. Product: [CH2:19]([CH:23]1[CH2:24][CH:25]2[N:30]([CH2:2][C@@H:3]([CH3:18])[CH2:4][N:5]3[C:10]4[CH:11]=[C:12]([O:15][CH3:16])[CH:13]=[CH:14][C:9]=4[O:8][CH2:7][C:6]3=[O:17])[CH:28]([CH2:27][CH2:26]2)[CH2:29]1)[CH2:20][CH2:21][CH3:22]. The catalyst class is: 243. (5) Reactant: [CH2:1]([O:8][C:9]1[CH:14]=[CH:13][C:12]([C:15]2[CH:19]=[C:18]([C:20]([NH:22][CH:23]([CH:28]([CH3:30])[CH3:29])[C:24]([O:26]C)=[O:25])=[O:21])[O:17][N:16]=2)=[CH:11][CH:10]=1)[C:2]1[CH:7]=[CH:6][CH:5]=[CH:4][CH:3]=1.O.[OH-].[Li+].Cl. Product: [CH2:1]([O:8][C:9]1[CH:10]=[CH:11][C:12]([C:15]2[CH:19]=[C:18]([C:20]([NH:22][CH:23]([CH:28]([CH3:30])[CH3:29])[C:24]([OH:26])=[O:25])=[O:21])[O:17][N:16]=2)=[CH:13][CH:14]=1)[C:2]1[CH:3]=[CH:4][CH:5]=[CH:6][CH:7]=1. The catalyst class is: 1. (6) Reactant: [CH3:1][O:2][C:3](=[O:13])[C:4]1[CH:9]=[C:8](Br)[C:7]([O:11][CH3:12])=[N:6][CH:5]=1.[CH:14]([C:17]1[CH:18]=[C:19](B(O)O)[CH:20]=[CH:21][CH:22]=1)([CH3:16])[CH3:15].F[B-](F)(F)F.C([PH+](C(C)(C)C)C(C)(C)C)(C)(C)C.[F-].[K+]. Product: [CH3:1][O:2][C:3](=[O:13])[C:4]1[CH:9]=[C:8]([C:21]2[CH:20]=[CH:19][CH:18]=[C:17]([CH:14]([CH3:16])[CH3:15])[CH:22]=2)[C:7]([O:11][CH3:12])=[N:6][CH:5]=1. The catalyst class is: 62. (7) Reactant: [F:1][C:2]([F:13])([F:12])[C:3]1[CH:4]=[CH:5][C:6]2[O:10][CH:9]=[CH:8][C:7]=2[CH:11]=1.CN(C)CCN(C)C.[Li]CCCC.[B:27](OC(C)C)([O:32]C(C)C)[O:28]C(C)C. Product: [F:13][C:2]([F:1])([F:12])[C:3]1[CH:4]=[CH:5][C:6]2[O:10][C:9]([B:27]([OH:32])[OH:28])=[CH:8][C:7]=2[CH:11]=1. The catalyst class is: 7. (8) Reactant: [NH2:1][C:2]1[CH:7]=[CH:6][C:5]([CH:8]2[N:13]([CH3:14])[CH2:12][CH2:11][N:10]([CH3:15])[C:9]2=[O:16])=[CH:4][CH:3]=1.Br[C:18]1[C:19](=[O:26])[N:20]([CH3:25])[CH:21]=[C:22]([Br:24])[N:23]=1.C(=O)([O-])[O-].[Cs+].[Cs+].CC1(C)C2C(=C(P(C3C=CC=CC=3)C3C=CC=CC=3)C=CC=2)OC2C(P(C3C=CC=CC=3)C3C=CC=CC=3)=CC=CC1=2. Product: [Br:24][C:22]1[N:23]=[C:18]([NH:1][C:2]2[CH:3]=[CH:4][C:5]([CH:8]3[C:9](=[O:16])[N:10]([CH3:15])[CH2:11][CH2:12][N:13]3[CH3:14])=[CH:6][CH:7]=2)[C:19](=[O:26])[N:20]([CH3:25])[CH:21]=1. The catalyst class is: 102. (9) Reactant: [Cl:1][C:2]1[CH:7]=[CH:6][C:5]([NH:8][C:9]([CH:11]2[N:15]([C:16]3[C:21]([Cl:22])=[CH:20][CH:19]=[CH:18][N:17]=3)[N:14]=[C:13]([OH:23])[CH2:12]2)=[O:10])=[C:4]([C:24](=[O:31])[NH:25][CH:26]([CH:28]2[CH2:30][CH2:29]2)[CH3:27])[CH:3]=1.C(N(CC)CC)C.[N+:39]([C:42]1[CH:43]=[C:44]([S:48](Cl)(=[O:50])=[O:49])[CH:45]=[CH:46][CH:47]=1)([O-:41])=[O:40].O. Product: [N+:39]([C:42]1[CH:43]=[C:44]([S:48]([O:23][C:13]2[CH2:12][CH:11]([C:9](=[O:10])[NH:8][C:5]3[CH:6]=[CH:7][C:2]([Cl:1])=[CH:3][C:4]=3[C:24](=[O:31])[NH:25][CH:26]([CH:28]3[CH2:29][CH2:30]3)[CH3:27])[N:15]([C:16]3[C:21]([Cl:22])=[CH:20][CH:19]=[CH:18][N:17]=3)[N:14]=2)(=[O:50])=[O:49])[CH:45]=[CH:46][CH:47]=1)([O-:41])=[O:40]. The catalyst class is: 54. (10) The catalyst class is: 513. Reactant: [C:1]1([CH:7]2[CH2:10][C:9](=O)[CH2:8]2)[CH:6]=[CH:5][CH:4]=[CH:3][CH:2]=1.[C:12]1([C@H:22]([NH2:24])[CH3:23])[C:21]2[C:16](=[CH:17][CH:18]=[CH:19][CH:20]=2)[CH:15]=[CH:14][CH:13]=1. Product: [C:12]1([C@H:22]([NH:24][CH:9]2[CH2:10][CH:7]([C:1]3[CH:6]=[CH:5][CH:4]=[CH:3][CH:2]=3)[CH2:8]2)[CH3:23])[C:21]2[C:16](=[CH:17][CH:18]=[CH:19][CH:20]=2)[CH:15]=[CH:14][CH:13]=1.